This data is from Catalyst prediction with 721,799 reactions and 888 catalyst types from USPTO. The task is: Predict which catalyst facilitates the given reaction. (1) Reactant: [C:1]([N:8]1[CH2:13][CH2:12][NH:11][CH2:10][CH2:9]1)([O:3][C:4]([CH3:7])([CH3:6])[CH3:5])=[O:2].[F:14][C:15]1[CH:22]=[CH:21][C:18]([CH2:19]Br)=[CH:17][CH:16]=1.C(N(CC)CC)C. Product: [C:4]([O:3][C:1]([N:8]1[CH2:9][CH2:10][N:11]([CH2:19][C:18]2[CH:21]=[CH:22][C:15]([F:14])=[CH:16][CH:17]=2)[CH2:12][CH2:13]1)=[O:2])([CH3:7])([CH3:6])[CH3:5]. The catalyst class is: 1. (2) Reactant: [CH3:1][CH2:2][CH2:3][CH2:4][CH2:5][CH2:6][CH2:7][CH2:8][CH2:9][CH2:10][CH2:11][CH2:12][O:13][C:14]([CH:16]([N:18]([CH3:20])[CH3:19])[CH3:17])=[O:15].[C:21]1([S:27]([OH:30])(=[O:29])=[O:28])[CH:26]=[CH:25][CH:24]=[CH:23][CH:22]=1. Product: [C:21]1([S:27]([OH:30])(=[O:29])=[O:28])[CH:26]=[CH:25][CH:24]=[CH:23][CH:22]=1.[CH3:19][N:18]([CH3:20])[CH:16]([CH3:17])[C:14]([O:13][CH2:12][CH2:11][CH2:10][CH2:9][CH2:8][CH2:7][CH2:6][CH2:5][CH2:4][CH2:3][CH2:2][CH3:1])=[O:15]. The catalyst class is: 13. (3) Reactant: [Cl:1][C:2]1[CH:3]=[C:4]([C:9]2([C:27]([F:30])([F:29])[F:28])[O:13][N:12]=[C:11]([C:14]3[CH:22]=[CH:21][C:17]([C:18](O)=[O:19])=[C:16]([C:23]([F:26])([F:25])[F:24])[CH:15]=3)[CH2:10]2)[CH:5]=[C:6]([Cl:8])[CH:7]=1.CN(C(ON1N=NC2C=CC=NC1=2)=[N+](C)C)C.F[P-](F)(F)(F)(F)F.CCN(C(C)C)C(C)C.Cl.[NH:65]1[CH2:69][C:68](=[O:70])[NH:67][CH2:66]1. Product: [Cl:8][C:6]1[CH:5]=[C:4]([C:9]2([C:27]([F:29])([F:28])[F:30])[O:13][N:12]=[C:11]([C:14]3[CH:22]=[CH:21][C:17]([C:18]([N:65]4[CH2:69][C:68](=[O:70])[NH:67][CH2:66]4)=[O:19])=[C:16]([C:23]([F:24])([F:25])[F:26])[CH:15]=3)[CH2:10]2)[CH:3]=[C:2]([Cl:1])[CH:7]=1. The catalyst class is: 391. (4) The catalyst class is: 8. Reactant: [CH3:1][C:2]1[CH:7]=[C:6]([CH3:8])[CH:5]=[CH:4][C:3]=1[N:9]([CH2:23][CH:24]([CH3:26])[CH3:25])[S:10]([C:13]1[CH:18]=[CH:17][C:16]([CH:19]2[CH2:21][O:20]2)=[C:15]([CH3:22])[CH:14]=1)(=[O:12])=[O:11].[CH3:27][C:28]1([NH2:32])[CH2:31][O:30][CH2:29]1. Product: [CH3:1][C:2]1[CH:7]=[C:6]([CH3:8])[CH:5]=[CH:4][C:3]=1[N:9]([CH2:23][CH:24]([CH3:26])[CH3:25])[S:10]([C:13]1[CH:18]=[CH:17][C:16]([CH:19]([OH:20])[CH2:21][NH:32][C:28]2([CH3:27])[CH2:31][O:30][CH2:29]2)=[C:15]([CH3:22])[CH:14]=1)(=[O:12])=[O:11]. (5) Reactant: C1(P(C2C=CC=CC=2)C2C=CC3C(=CC=CC=3)C=2C2C3C(=CC=CC=3)C=CC=2P(C2C=CC=CC=2)C2C=CC=CC=2)C=CC=CC=1.[N:47]12[CH2:55][CH2:54][CH:51]([CH2:52][CH2:53]1)[NH:50][CH2:49][CH2:48]2.Br[C:57]1[CH:58]=[CH:59][C:60]2[C:64]3[CH:65]=[CH:66][C:67](Br)=[CH:68][C:63]=3[S:62](=[O:71])(=[O:70])[C:61]=2[CH:72]=1.C([O-])([O-])=O.[Cs+].[Cs+]. Product: [O:70]=[S:62]1(=[O:71])[C:63]2[CH:68]=[CH:67][CH:66]=[CH:65][C:64]=2[C:60]2[CH:59]=[CH:58][C:57]([N:50]3[CH:51]4[CH2:54][CH2:55][N:47]([CH2:53][CH2:52]4)[CH2:48][CH2:49]3)=[CH:72][C:61]1=2. The catalyst class is: 101.